From a dataset of Forward reaction prediction with 1.9M reactions from USPTO patents (1976-2016). Predict the product of the given reaction. (1) Given the reactants [NH2:1][C:2]1[S:3][C:4]([O:13][CH3:14])=[C:5]([CH3:12])[C:6]=1[C:7]([O:9]CC)=O.ClC(Cl)(O[C:19](=[O:25])OC(Cl)(Cl)Cl)Cl.C(N(CC)CC)C.[C:34]1([C@@H:40]([NH2:42])[CH3:41])[CH:39]=[CH:38][CH:37]=[CH:36][CH:35]=1, predict the reaction product. The product is: [CH3:14][O:13][C:4]1[S:3][C:2]2[NH:1][C:19](=[O:25])[N:42]([C@H:40]([C:34]3[CH:39]=[CH:38][CH:37]=[CH:36][CH:35]=3)[CH3:41])[C:7](=[O:9])[C:6]=2[C:5]=1[CH3:12]. (2) Given the reactants Br[C:2]1[CH:27]=[C:26]([O:28][CH3:29])[C:5]2[NH:6][C:7](=[O:25])[CH:8]([NH:17][C:18](=[O:24])[O:19][C:20]([CH3:23])([CH3:22])[CH3:21])[N:9]=[C:10]([C:11]3[CH:16]=[CH:15][CH:14]=[CH:13][CH:12]=3)[C:4]=2[CH:3]=1.C[C:31]([N:33](C)C)=O, predict the reaction product. The product is: [C:31]([C:2]1[CH:27]=[C:26]([O:28][CH3:29])[C:5]2[NH:6][C:7](=[O:25])[CH:8]([NH:17][C:18](=[O:24])[O:19][C:20]([CH3:22])([CH3:21])[CH3:23])[N:9]=[C:10]([C:11]3[CH:16]=[CH:15][CH:14]=[CH:13][CH:12]=3)[C:4]=2[CH:3]=1)#[N:33]. (3) Given the reactants C([C@H]1CC[C@H](OC2C(C(F)(F)F)=C3C(=CC=2)C=C(C([N+]([O-])=O)CCC(O)=O)C=C3)CC1)(C)(C)C.[C:35]([C@H:39]1[CH2:44][CH2:43][C@H:42]([O:45][C:46]2[CH:47]=[C:48]3[C:53](=[CH:54][CH:55]=2)[CH:52]=[C:51]([C:56]([N+:64]([O-:66])=[O:65])([CH3:63])[CH2:57][CH2:58][C:59]([O:61]C)=[O:60])[CH:50]=[CH:49]3)[CH2:41][CH2:40]1)([CH3:38])([CH3:37])[CH3:36], predict the reaction product. The product is: [C:35]([C@H:39]1[CH2:40][CH2:41][C@H:42]([O:45][C:46]2[CH:47]=[C:48]3[C:53](=[CH:54][CH:55]=2)[CH:52]=[C:51]([C:56]([N+:64]([O-:66])=[O:65])([CH3:63])[CH2:57][CH2:58][C:59]([OH:61])=[O:60])[CH:50]=[CH:49]3)[CH2:43][CH2:44]1)([CH3:38])([CH3:36])[CH3:37]. (4) Given the reactants [CH2:1]([N:3]1[C:7]([C:8]2[C:9]([CH3:18])=[C:10]([CH:15]=[CH:16][CH:17]=2)[C:11]([O:13]C)=[O:12])=[C:6]([CH3:19])[CH:5]=[N:4]1)[CH3:2].O.[OH-].[Li+], predict the reaction product. The product is: [CH2:1]([N:3]1[C:7]([C:8]2[C:9]([CH3:18])=[C:10]([CH:15]=[CH:16][CH:17]=2)[C:11]([OH:13])=[O:12])=[C:6]([CH3:19])[CH:5]=[N:4]1)[CH3:2]. (5) Given the reactants [CH3:1][O:2][C:3]1[CH:29]=[CH:28][C:6]([CH2:7][N:8]2[C:12](C3C=CC(B4OC(C)(C)C(C)(C)O4)=CC=3)=[N:11][N:10]=[N:9]2)=[CH:5][CH:4]=1.C(=O)([O-])[O-].[Na+].[Na+].FC(F)(F)C([C:44]1[CH:49]=[CH:48][C:47]([C:50]2[C:58]3[C:53](=[CH:54][CH:55]=[CH:56][CH:57]=3)[N:52](S(C3C=CC=CC=3C(F)(F)F)(=O)=O)[N:51]=2)=[CH:46][CH:45]=1)(O)C(F)(F)F, predict the reaction product. The product is: [CH3:1][O:2][C:3]1[CH:29]=[CH:28][C:6]([CH2:7][N:8]2[C:12]([C:44]3[CH:49]=[CH:48][C:47]([C:50]4[C:58]5[C:53](=[CH:54][CH:55]=[CH:56][CH:57]=5)[NH:52][N:51]=4)=[CH:46][CH:45]=3)=[N:11][N:10]=[N:9]2)=[CH:5][CH:4]=1. (6) Given the reactants [CH2:1]([N:4]([CH2:23][CH2:24][CH3:25])[C:5]([C:7]1[CH:8]=[C:9]([CH:14]=[C:15]([C:17]2[N:21]=[C:20]([CH3:22])[O:19][N:18]=2)[CH:16]=1)[C:10]([O:12]C)=[O:11])=[O:6])[CH2:2][CH3:3].[I-].[Li+], predict the reaction product. The product is: [CH2:23]([N:4]([CH2:1][CH2:2][CH3:3])[C:5]([C:7]1[CH:8]=[C:9]([CH:14]=[C:15]([C:17]2[N:21]=[C:20]([CH3:22])[O:19][N:18]=2)[CH:16]=1)[C:10]([OH:12])=[O:11])=[O:6])[CH2:24][CH3:25]. (7) The product is: [F:6][C:7]1[CH:12]=[CH:11][C:10]([S:13]([Cl:21])(=[O:15])=[O:14])=[CH:9][C:8]=1[N+:17]([O-:19])=[O:18]. Given the reactants P(Cl)(Cl)(Cl)=O.[F:6][C:7]1[CH:12]=[CH:11][C:10]([S:13](O)(=[O:15])=[O:14])=[CH:9][C:8]=1[N+:17]([O-:19])=[O:18].P(Cl)(Cl)(Cl)(Cl)[Cl:21], predict the reaction product. (8) Given the reactants [Cl:1][C:2]1[CH:8]=[CH:7][C:5]([NH2:6])=[CH:4][CH:3]=1.[F:9][C:10]1[CH:17]=[CH:16][CH:15]=[C:14]([F:18])[C:11]=1[CH:12]=O, predict the reaction product. The product is: [Cl:1][C:2]1[CH:8]=[CH:7][C:5]([N:6]=[CH:12][C:11]2[C:10]([F:9])=[CH:17][CH:16]=[CH:15][C:14]=2[F:18])=[CH:4][CH:3]=1.